Dataset: Full USPTO retrosynthesis dataset with 1.9M reactions from patents (1976-2016). Task: Predict the reactants needed to synthesize the given product. (1) Given the product [Br:9][C:10]1[CH:15]=[CH:14][C:13]([C:16]([F:19])([F:18])[F:17])=[CH:12][C:11]=1[N:27]1[CH2:32][CH2:31][O:30][CH2:29][CH2:28]1, predict the reactants needed to synthesize it. The reactants are: P([O-])([O-])([O-])=O.[K+].[K+].[K+].[Br:9][C:10]1[CH:15]=[CH:14][C:13]([C:16]([F:19])([F:18])[F:17])=[CH:12][C:11]=1F.O1CCOCC1.[NH:27]1[CH2:32][CH2:31][O:30][CH2:29][CH2:28]1. (2) The reactants are: [NH2:1][C:2]1[S:3][CH:4]=[C:5]([C:7]2([C:13]3[CH:18]=[CH:17][CH:16]=[CH:15][CH:14]=3)[CH2:12][CH2:11][NH:10][CH2:9][CH2:8]2)[N:6]=1.[ClH:19].C(N(C1(C2C=CC=CC=2)CCN([CH2:31][CH2:32][CH2:33][C:34]2([C:49]3[CH:54]=[CH:53][C:52]([Cl:55])=[C:51]([Cl:56])[CH:50]=3)[CH2:40][CH2:39][CH2:38][CH2:37][N:36]([C:41](=[O:48])[C:42]3[CH:47]=[CH:46][CH:45]=[CH:44][CH:43]=3)[CH2:35]2)CC1)C)(=O)C.C([O-])([O-])=O.[K+].[K+]. Given the product [ClH:55].[ClH:19].[NH2:1][C:2]1[S:3][CH:4]=[C:5]([C:7]2([C:13]3[CH:18]=[CH:17][CH:16]=[CH:15][CH:14]=3)[CH2:8][CH2:9][N:10]([CH2:31][CH2:32][CH2:33][C:34]3([C:49]4[CH:54]=[CH:53][C:52]([Cl:55])=[C:51]([Cl:56])[CH:50]=4)[CH2:40][CH2:39][CH2:38][CH2:37][N:36]([C:41](=[O:48])[C:42]4[CH:47]=[CH:46][CH:45]=[CH:44][CH:43]=4)[CH2:35]3)[CH2:11][CH2:12]2)[N:6]=1, predict the reactants needed to synthesize it. (3) Given the product [Br:1][C:2]1[CH:3]=[C:4]([CH2:8][CH2:9][CH:10]([C:14]2[CH:15]=[CH:16][C:17]([C:18]([O:20][CH3:21])=[O:19])=[CH:22][CH:23]=2)[C:11]2[S:13][CH:25]=[C:26]([C:28]3[CH:33]=[CH:32][CH:31]=[C:30]([C:34]([F:35])([F:36])[F:37])[CH:29]=3)[N:12]=2)[CH:5]=[CH:6][CH:7]=1, predict the reactants needed to synthesize it. The reactants are: [Br:1][C:2]1[CH:3]=[C:4]([CH2:8][CH2:9][CH:10]([C:14]2[CH:23]=[CH:22][C:17]([C:18]([O:20][CH3:21])=[O:19])=[CH:16][CH:15]=2)[C:11](=[S:13])[NH2:12])[CH:5]=[CH:6][CH:7]=1.Br[CH2:25][C:26]([C:28]1[CH:33]=[CH:32][CH:31]=[C:30]([C:34]([F:37])([F:36])[F:35])[CH:29]=1)=O.